Dataset: Full USPTO retrosynthesis dataset with 1.9M reactions from patents (1976-2016). Task: Predict the reactants needed to synthesize the given product. Given the product [CH3:20][C:21]1[CH:28]=[CH:27][CH:26]=[C:25]([CH3:29])[C:22]=1[CH2:23][O:13][C:3]1[CH:4]=[C:5]([CH:11]=[CH:12][C:2]=1[F:1])[C:6]([O:8][CH2:9][CH3:10])=[O:7], predict the reactants needed to synthesize it. The reactants are: [F:1][C:2]1[CH:12]=[CH:11][C:5]([C:6]([O:8][CH2:9][CH3:10])=[O:7])=[CH:4][C:3]=1[OH:13].C([O-])([O-])=O.[K+].[K+].[CH3:20][C:21]1[CH:28]=[CH:27][CH:26]=[C:25]([CH3:29])[C:22]=1[CH2:23]Cl.